From a dataset of Full USPTO retrosynthesis dataset with 1.9M reactions from patents (1976-2016). Predict the reactants needed to synthesize the given product. (1) Given the product [CH3:4][C@H:5]1[CH2:10][CH2:9][C@H:8]([C@H:11]([NH:16][C:17]([C:19]2[C:28]([NH:29][C:30]([NH:32][C:33]3[C:34]([Cl:41])=[CH:35][C:36]([Cl:40])=[CH:37][C:38]=3[Cl:39])=[O:31])=[CH:27][C:26]3[C:21](=[CH:22][CH:23]=[CH:24][CH:25]=3)[CH:20]=2)=[O:18])[C:12]([OH:14])=[O:13])[CH2:7][CH2:6]1, predict the reactants needed to synthesize it. The reactants are: O.[OH-].[Li+].[CH3:4][C@H:5]1[CH2:10][CH2:9][C@H:8]([C@H:11]([NH:16][C:17]([C:19]2[C:28]([NH:29][C:30]([NH:32][C:33]3[C:38]([Cl:39])=[CH:37][C:36]([Cl:40])=[CH:35][C:34]=3[Cl:41])=[O:31])=[CH:27][C:26]3[C:21](=[CH:22][CH:23]=[CH:24][CH:25]=3)[CH:20]=2)=[O:18])[C:12]([O:14]C)=[O:13])[CH2:7][CH2:6]1.CO.Cl. (2) Given the product [O:28]=[C:29]1[NH:33][C@H:32]2[CH2:34][S:35][C@@H:36]([CH2:37][CH2:38][CH2:39][CH2:40][C:41]([NH:1][C:2]3[CH:3]=[C:4]([CH:25]=[CH:26][CH:27]=3)[C:5]([NH:7][CH2:8][CH2:9][CH2:10][NH:11][C:12]([C:14]3[CH:18]=[C:17]([C:19]4[CH:20]=[CH:21][CH:22]=[CH:23][CH:24]=4)[O:16][N:15]=3)=[O:13])=[O:6])=[O:42])[C@H:31]2[NH:30]1, predict the reactants needed to synthesize it. The reactants are: [NH2:1][C:2]1[CH:3]=[C:4]([CH:25]=[CH:26][CH:27]=1)[C:5]([NH:7][CH2:8][CH2:9][CH2:10][NH:11][C:12]([C:14]1[CH:18]=[C:17]([C:19]2[CH:24]=[CH:23][CH:22]=[CH:21][CH:20]=2)[O:16][N:15]=1)=[O:13])=[O:6].[O:28]=[C:29]1[NH:33][C@H:32]2[CH2:34][S:35][C@@H:36]([CH2:37][CH2:38][CH2:39][CH2:40][C:41](ON3C(=O)CCC3=O)=[O:42])[C@H:31]2[NH:30]1.CCN(C(C)C)C(C)C. (3) Given the product [Cl:1][C:2]1[CH:3]=[C:4]([C:9]2[CH2:13][C:12]([CH2:19][OH:20])([C:14]([OH:16])=[O:15])[O:11][N:10]=2)[CH:5]=[C:6]([Cl:8])[CH:7]=1, predict the reactants needed to synthesize it. The reactants are: [Cl:1][C:2]1[CH:3]=[C:4]([C:9]2[CH2:13][C:12]([CH2:19][OH:20])([C:14]([O:16]CC)=[O:15])[O:11][N:10]=2)[CH:5]=[C:6]([Cl:8])[CH:7]=1.[OH-].[Na+]. (4) Given the product [CH:23]1([N:6]2[CH2:7][C:2]([CH3:1])([CH3:22])[O:3][C:4](=[O:21])[CH:5]2[CH2:8][C:9]([NH:11][C:12]2[CH:17]=[CH:16][C:15]([CH:18]([CH3:19])[CH3:20])=[CH:14][CH:13]=2)=[O:10])[CH2:27][CH2:26][CH2:25][CH2:24]1, predict the reactants needed to synthesize it. The reactants are: [CH3:1][C:2]1([CH3:22])[CH2:7][NH:6][CH:5]([CH2:8][C:9]([NH:11][C:12]2[CH:17]=[CH:16][C:15]([CH:18]([CH3:20])[CH3:19])=[CH:14][CH:13]=2)=[O:10])[C:4](=[O:21])[O:3]1.[C:23]1(=O)[CH2:27][CH2:26][CH2:25][CH2:24]1.C([BH3-])#N.[Na+].C(O)(=O)C. (5) Given the product [F:26][C:21]1[CH:20]=[C:19]([C:14](=[C:12]2[CH2:13][NH:10][CH2:11]2)[S:15]([CH3:18])(=[O:17])=[O:16])[CH:24]=[C:23]([F:25])[CH:22]=1, predict the reactants needed to synthesize it. The reactants are: ClCC1C=CC([C@H](C2C=CC(Cl)=CC=2)[N:10]2[CH2:13][C:12](=[C:14]([C:19]3[CH:24]=[C:23]([F:25])[CH:22]=[C:21]([F:26])[CH:20]=3)[S:15]([CH3:18])(=[O:17])=[O:16])[CH2:11]2)=CC=1.N1CCC[C@@H]1CO. (6) Given the product [CH3:1][O:2][C:3]([C:4]1[NH:36][C:34](=[O:35])[NH:33][N:32]=1)([CH3:7])[CH3:8], predict the reactants needed to synthesize it. The reactants are: [CH3:1][O:2][C:3]([CH3:8])([CH3:7])[C:4](O)=O.N1(O)C2C=CC=CC=2N=N1.Cl.CN(C)CCCN=C=NCC.Cl.[NH2:32][NH:33][C:34]([NH2:36])=[O:35].[OH-].[K+].[NH4+].[Cl-].